This data is from Peptide-MHC class I binding affinity with 185,985 pairs from IEDB/IMGT. The task is: Regression. Given a peptide amino acid sequence and an MHC pseudo amino acid sequence, predict their binding affinity value. This is MHC class I binding data. (1) The peptide sequence is ITDVTTLVV. The MHC is HLA-A23:01 with pseudo-sequence HLA-A23:01. The binding affinity (normalized) is 0.334. (2) The peptide sequence is RESIVCYFM. The MHC is HLA-A29:02 with pseudo-sequence HLA-A29:02. The binding affinity (normalized) is 0.213. (3) The peptide sequence is SRVYQILQPIF. The MHC is Mamu-B08 with pseudo-sequence Mamu-B08. The binding affinity (normalized) is 0.540. (4) The peptide sequence is FQEALKKSL. The MHC is HLA-B15:01 with pseudo-sequence HLA-B15:01. The binding affinity (normalized) is 0.0847. (5) The peptide sequence is ETMKPAAMV. The MHC is HLA-A69:01 with pseudo-sequence HLA-A69:01. The binding affinity (normalized) is 0.945. (6) The peptide sequence is KDKNKWRML. The MHC is HLA-B27:05 with pseudo-sequence HLA-B27:05. The binding affinity (normalized) is 0. (7) The peptide sequence is LAYFPVFRFLNGS. The MHC is HLA-B44:02 with pseudo-sequence YYTKYREISTNTYENTAYIRYDDYTWAVDAYLSY. The binding affinity (normalized) is 0.0178.